From a dataset of NCI-60 drug combinations with 297,098 pairs across 59 cell lines. Regression. Given two drug SMILES strings and cell line genomic features, predict the synergy score measuring deviation from expected non-interaction effect. (1) Drug 1: C1CCC(C1)C(CC#N)N2C=C(C=N2)C3=C4C=CNC4=NC=N3. Drug 2: COC1=C2C(=CC3=C1OC=C3)C=CC(=O)O2. Cell line: UACC-257. Synergy scores: CSS=1.45, Synergy_ZIP=2.16, Synergy_Bliss=3.80, Synergy_Loewe=1.70, Synergy_HSA=0.977. (2) Drug 1: CC1C(C(=O)NC(C(=O)N2CCCC2C(=O)N(CC(=O)N(C(C(=O)O1)C(C)C)C)C)C(C)C)NC(=O)C3=C4C(=C(C=C3)C)OC5=C(C(=O)C(=C(C5=N4)C(=O)NC6C(OC(=O)C(N(C(=O)CN(C(=O)C7CCCN7C(=O)C(NC6=O)C(C)C)C)C)C(C)C)C)N)C. Drug 2: CC1=C(C=C(C=C1)NC(=O)C2=CC=C(C=C2)CN3CCN(CC3)C)NC4=NC=CC(=N4)C5=CN=CC=C5. Cell line: SF-539. Synergy scores: CSS=8.31, Synergy_ZIP=6.92, Synergy_Bliss=9.57, Synergy_Loewe=8.59, Synergy_HSA=9.59. (3) Drug 1: C1=CC(=CC=C1CCC2=CNC3=C2C(=O)NC(=N3)N)C(=O)NC(CCC(=O)O)C(=O)O. Drug 2: CC1OCC2C(O1)C(C(C(O2)OC3C4COC(=O)C4C(C5=CC6=C(C=C35)OCO6)C7=CC(=C(C(=C7)OC)O)OC)O)O. Cell line: MCF7. Synergy scores: CSS=37.2, Synergy_ZIP=-11.8, Synergy_Bliss=-10.9, Synergy_Loewe=-2.03, Synergy_HSA=-0.437. (4) Drug 1: C1=CC(=CC=C1C#N)C(C2=CC=C(C=C2)C#N)N3C=NC=N3. Drug 2: CC1=CC=C(C=C1)C2=CC(=NN2C3=CC=C(C=C3)S(=O)(=O)N)C(F)(F)F. Cell line: 786-0. Synergy scores: CSS=-3.99, Synergy_ZIP=3.37, Synergy_Bliss=4.36, Synergy_Loewe=-3.71, Synergy_HSA=-3.84. (5) Drug 1: C1CCC(C1)C(CC#N)N2C=C(C=N2)C3=C4C=CNC4=NC=N3. Drug 2: C1CCC(CC1)NC(=O)N(CCCl)N=O. Cell line: MDA-MB-435. Synergy scores: CSS=5.28, Synergy_ZIP=2.59, Synergy_Bliss=10.5, Synergy_Loewe=2.94, Synergy_HSA=3.91. (6) Drug 1: CC(C1=C(C=CC(=C1Cl)F)Cl)OC2=C(N=CC(=C2)C3=CN(N=C3)C4CCNCC4)N. Drug 2: C1C(C(OC1N2C=C(C(=O)NC2=O)F)CO)O. Cell line: HCT-15. Synergy scores: CSS=47.1, Synergy_ZIP=1.33, Synergy_Bliss=0.856, Synergy_Loewe=-19.8, Synergy_HSA=1.51.